Dataset: Full USPTO retrosynthesis dataset with 1.9M reactions from patents (1976-2016). Task: Predict the reactants needed to synthesize the given product. (1) The reactants are: [CH:1]1[CH:2]=[CH:3][C:4]2N(O)N=N[C:5]=2[CH:6]=1.C(Cl)CCl.[C:15](O)(=[O:22])C1C=CC=NC=1.[F:24][C:25]1[CH:30]=[CH:29][C:28]([CH:31]([C:35]2[CH:40]=[CH:39][C:38]([F:41])=[CH:37][CH:36]=2)[CH2:32][CH2:33][NH2:34])=[CH:27][CH:26]=1.CCN(C(C)C)C(C)C. Given the product [F:24][C:25]1[CH:30]=[CH:29][C:28]([CH:31]([C:35]2[CH:36]=[CH:37][C:38]([F:41])=[CH:39][CH:40]=2)[CH2:32][CH2:33][NH:34][C:15](=[O:22])[C:5]2[CH:4]=[CH:3][CH:2]=[CH:1][CH:6]=2)=[CH:27][CH:26]=1, predict the reactants needed to synthesize it. (2) Given the product [CH3:4][O:5][C:6]([C:8]1[N:9]=[C:10]([N:2]([CH3:3])[CH3:1])[S:11][C:12]=1[C:13]1[CH:18]=[CH:17][CH:16]=[C:15]([O:19][CH3:20])[CH:14]=1)=[O:7], predict the reactants needed to synthesize it. The reactants are: [CH3:1][NH:2][CH3:3].[CH3:4][O:5][C:6]([C:8]1[N:9]=[C:10](Br)[S:11][C:12]=1[C:13]1[CH:18]=[CH:17][CH:16]=[C:15]([O:19][CH3:20])[CH:14]=1)=[O:7].O.O.C(O)(=O)CC(CC(O)=O)(C(O)=O)O. (3) Given the product [CH2:4]1[C:5]2([CH2:6][N:2]([C:9]3[N:10]([CH2:31][C:32]([F:35])([F:34])[F:33])[C:11]4[C:16]([N:17]=3)=[C:15]([N:18]3[CH2:19][CH2:20][O:21][CH2:22][CH2:23]3)[N:14]=[C:13]([C:24]3[CH:29]=[N:28][C:27]([NH2:30])=[N:26][CH:25]=3)[N:12]=4)[CH2:1][CH2:36][NH:39]2)[CH2:3]1, predict the reactants needed to synthesize it. The reactants are: [CH3:1][N:2]1[CH2:6][CH2:5][CH2:4][C:3]1=O.Cl[C:9]1[N:10]([CH2:31][C:32]([F:35])([F:34])[F:33])[C:11]2[C:16]([N:17]=1)=[C:15]([N:18]1[CH2:23][CH2:22][O:21][CH2:20][CH2:19]1)[N:14]=[C:13]([C:24]1[CH:25]=[N:26][C:27]([NH2:30])=[N:28][CH:29]=1)[N:12]=2.[CH:36]([N:39](C(C)C)CC)(C)C. (4) Given the product [O:1]1[CH2:5][CH2:4][CH2:3][C@@H:2]1[CH2:6][N:8]([C:17]([O:19][C:20]([CH3:23])([CH3:22])[CH3:21])=[O:18])[NH:9][C:10]([O:12][C:13]([CH3:14])([CH3:15])[CH3:16])=[O:11], predict the reactants needed to synthesize it. The reactants are: [O:1]1[CH2:5][CH2:4][CH2:3][C@@H:2]1[CH2:6]O.[NH:8]([C:17]([O:19][C:20]([CH3:23])([CH3:22])[CH3:21])=[O:18])[NH:9][C:10]([O:12][C:13]([CH3:16])([CH3:15])[CH3:14])=[O:11].C1(P(C2C=CC=CC=2)C2C=CC=CC=2)C=CC=CC=1.N(/C(OC(C)(C)C)=O)=N\C(OC(C)(C)C)=O. (5) Given the product [CH2:31]([C:2]1[N:3]=[C:4]2[C:23]([CH:24]([CH2:27][CH3:28])[CH2:25][CH3:26])=[CH:22][N:21]([CH3:29])[C:5]2=[N:6][C:7]=1[C:8]1[CH:13]=[CH:12][C:11]([O:14][C:15]([F:18])([F:17])[F:16])=[CH:10][C:9]=1[O:19][CH3:20])[CH3:32], predict the reactants needed to synthesize it. The reactants are: Br[C:2]1[N:3]=[C:4]2[C:23]([CH:24]([CH2:27][CH3:28])[CH2:25][CH3:26])=[CH:22][N:21]([CH3:29])[C:5]2=[N:6][C:7]=1[C:8]1[CH:13]=[CH:12][C:11]([O:14][C:15]([F:18])([F:17])[F:16])=[CH:10][C:9]=1[O:19][CH3:20].B(CC)(CC)[CH2:31][CH3:32].C([O-])([O-])=O.[Na+].[Na+]. (6) Given the product [Cl:20][C:6]1[CH:5]=[N:4][CH:3]=[C:2]([Cl:1])[C:7]=1[S:8][C:9]1[S:13][C:12]([C:14]([NH:28][C:25]2[N:26]=[CH:27][N:23]([CH2:21][CH3:22])[N:24]=2)=[O:16])=[CH:11][C:10]=1[N+:17]([O-:19])=[O:18], predict the reactants needed to synthesize it. The reactants are: [Cl:1][C:2]1[CH:3]=[N:4][CH:5]=[C:6]([Cl:20])[C:7]=1[S:8][C:9]1[S:13][C:12]([C:14]([OH:16])=O)=[CH:11][C:10]=1[N+:17]([O-:19])=[O:18].[CH2:21]([N:23]1[CH:27]=[N:26][C:25]([NH2:28])=[N:24]1)[CH3:22].